From a dataset of Catalyst prediction with 721,799 reactions and 888 catalyst types from USPTO. Predict which catalyst facilitates the given reaction. (1) Reactant: [N:1]1[CH:6]=[CH:5][CH:4]=[C:3]([NH:7][C:8]([C:10]2[CH:11]=[CH:12][CH:13]=[C:14]3[O:18][C:17]([NH:19][CH:20]4[CH2:25][CH2:24][NH:23][CH2:22][CH2:21]4)=[N:16][C:15]=23)=[O:9])[CH:2]=1.[CH2:26]([O:28][C:29]1[CH:30]=[C:31]([CH:34]=[C:35]([O:38][CH2:39][CH3:40])[C:36]=1[F:37])[CH:32]=O)[CH3:27].C([BH3-])#N.[Na+].C(N(C(C)C)C(C)C)C. Product: [N:1]1[CH:6]=[CH:5][CH:4]=[C:3]([NH:7][C:8]([C:10]2[CH:11]=[CH:12][CH:13]=[C:14]3[O:18][C:17]([NH:19][CH:20]4[CH2:21][CH2:22][N:23]([CH2:32][C:31]5[CH:34]=[C:35]([O:38][CH2:39][CH3:40])[C:36]([F:37])=[C:29]([O:28][CH2:26][CH3:27])[CH:30]=5)[CH2:24][CH2:25]4)=[N:16][C:15]=23)=[O:9])[CH:2]=1. The catalyst class is: 212. (2) Reactant: [CH2:1]([S:3][C:4]1[C:5]([C:10]2[N:23]([CH3:24])[C:13]3=[N:14][CH:15]=[C:16]([S:18][C:19]([F:22])([F:21])[F:20])[CH:17]=[C:12]3[N:11]=2)=[N:6][CH:7]=[CH:8][CH:9]=1)[CH3:2].ClC1C=CC=C(C(OO)=[O:33])C=1.C(=O)([O-])O.[Na+]. Product: [CH2:1]([S:3]([C:4]1[C:5]([C:10]2[N:23]([CH3:24])[C:13]3=[N:14][CH:15]=[C:16]([S:18][C:19]([F:22])([F:20])[F:21])[CH:17]=[C:12]3[N:11]=2)=[N:6][CH:7]=[CH:8][CH:9]=1)=[O:33])[CH3:2]. The catalyst class is: 22. (3) Reactant: [C:1]([N:9]1[C:15]2[CH:16]=[CH:17][CH:18]=[CH:19][C:14]=2[CH2:13][N:12]([S:20]([C:23]2[CH:28]=[CH:27][C:26]([O:29][CH2:30][CH:31]=[C:32]=[CH:33][CH3:34])=[CH:25][CH:24]=2)(=[O:22])=[O:21])[CH:11]([C:35]([OH:37])=O)[CH2:10]1)(=[O:8])[C:2]1[CH:7]=[CH:6][CH:5]=[CH:4][CH:3]=1.[OH:38][N:39]1C2C=CC=CC=2N=N1.Cl.CN(C)CCCN=C=NCC.NO. Product: [C:1]([N:9]1[C:15]2[CH:16]=[CH:17][CH:18]=[CH:19][C:14]=2[CH2:13][N:12]([S:20]([C:23]2[CH:24]=[CH:25][C:26]([O:29][CH2:30][CH:31]=[C:32]=[CH:33][CH3:34])=[CH:27][CH:28]=2)(=[O:21])=[O:22])[CH:11]([C:35]([NH:39][OH:38])=[O:37])[CH2:10]1)(=[O:8])[C:2]1[CH:3]=[CH:4][CH:5]=[CH:6][CH:7]=1. The catalyst class is: 145. (4) Reactant: [C:1]([O:5][C:6]([NH:8][C@H:9]([CH2:29][C:30]1[CH:35]=[C:34]([F:36])[C:33]([F:37])=[CH:32][C:31]=1[F:38])[CH2:10][C:11]([N:13]1[CH2:18][CH2:17][N:16]2[C:19]([C:25]([F:28])([F:27])[F:26])=[N:20][C:21]([C:22]([OH:24])=O)=[C:15]2[CH2:14]1)=[O:12])=[O:7])([CH3:4])([CH3:3])[CH3:2].[CH2:39]([NH2:42])[CH2:40][CH3:41].[O:43]=[C:44]1[N:48](P(Cl)(N2CCOC2=O)=O)CCO1.C(N(CC)CC)C. Product: [C:1]([O:5][C:6](=[O:7])[NH:8][C@H:9]([CH2:29][C:30]1[CH:35]=[C:34]([F:36])[C:33]([F:37])=[CH:32][C:31]=1[F:38])[CH2:10][C:11]([N:13]1[CH2:18][CH2:17][N:16]2[C:19]([C:25]([F:27])([F:26])[F:28])=[N:20][C:21]([C:22](=[O:24])[NH:42][CH2:39][CH2:40][CH3:41])=[C:15]2[CH2:14]1)=[O:12])([CH3:4])([CH3:2])[CH3:3].[C:1]([O:5][C:6](=[O:7])[NH:8][C@H:9]([CH2:29][C:30]1[CH:35]=[C:34]([F:36])[C:33]([F:37])=[CH:32][C:31]=1[F:38])[CH2:10][C:11]([N:13]1[CH2:18][CH:17]([C:44](=[O:43])[NH2:48])[N:16]2[C:19]([C:25]([F:27])([F:28])[F:26])=[N:20][C:21]([CH2:39][CH2:40][CH3:41])=[C:15]2[CH2:14]1)=[O:12])([CH3:2])([CH3:4])[CH3:3]. The catalyst class is: 4. (5) Reactant: [C:1]([O:5][C:6](=[O:21])[C:7]([CH3:20])([S:9][C:10]1[CH:19]=[CH:18][C:13]([C:14]([O:16]C)=[O:15])=[CH:12][CH:11]=1)[CH3:8])([CH3:4])([CH3:3])[CH3:2].[OH-].[K+].C1COCC1.Cl. Product: [C:1]([O:5][C:6](=[O:21])[C:7]([CH3:8])([S:9][C:10]1[CH:11]=[CH:12][C:13]([C:14]([OH:16])=[O:15])=[CH:18][CH:19]=1)[CH3:20])([CH3:2])([CH3:3])[CH3:4]. The catalyst class is: 5. (6) Reactant: [CH2:1]([C:3]1[N:4]([C:28]2[CH:33]=[CH:32][C:31]([O:34]C)=[CH:30][CH:29]=2)[C:5](=[O:27])[C:6]([CH2:12][C:13]2[CH:18]=[CH:17][C:16]([C:19]3[C:20]([C:25]#[N:26])=[CH:21][CH:22]=[CH:23][CH:24]=3)=[CH:15][CH:14]=2)=[C:7]([CH2:9][CH2:10][CH3:11])[N:8]=1)[CH3:2].B(Br)(Br)Br.C(OCC)(=O)C.O. Product: [CH2:1]([C:3]1[N:4]([C:28]2[CH:33]=[CH:32][C:31]([OH:34])=[CH:30][CH:29]=2)[C:5](=[O:27])[C:6]([CH2:12][C:13]2[CH:18]=[CH:17][C:16]([C:19]3[C:20]([C:25]#[N:26])=[CH:21][CH:22]=[CH:23][CH:24]=3)=[CH:15][CH:14]=2)=[C:7]([CH2:9][CH2:10][CH3:11])[N:8]=1)[CH3:2]. The catalyst class is: 4. (7) Product: [CH3:10][O:9][C:7]([C:4]1[S:3][C:2]([N:21]2[CH2:22][CH2:23][N:18]([CH2:11][C:12]3[CH:13]=[CH:14][CH:15]=[CH:16][CH:17]=3)[CH2:19][CH2:20]2)=[N:6][CH:5]=1)=[O:8]. The catalyst class is: 10. Reactant: Br[C:2]1[S:3][C:4]([C:7]([O:9][CH3:10])=[O:8])=[CH:5][N:6]=1.[CH2:11]([N:18]1[CH2:23][CH2:22][NH:21][CH2:20][CH2:19]1)[C:12]1[CH:17]=[CH:16][CH:15]=[CH:14][CH:13]=1.C(=O)([O-])[O-].[K+].[K+]. (8) Reactant: [CH3:1][O:2][C:3]([C:5]1[S:6][C:7]([C:26]#[C:27][C:28]([CH3:31])([CH3:30])[CH3:29])=[CH:8][C:9]=1[N:10]1[CH:15]([CH:16]2[CH2:21][CH2:20][CH2:19][CH2:18][CH2:17]2)[CH2:14][O:13][C@H:12]([CH2:22][CH:23]=[CH2:24])[C:11]1=[O:25])=[O:4].[Li+].[CH3:33]C([N-]C(C)C)C.CI. Product: [CH3:1][O:2][C:3]([C:5]1[S:6][C:7]([C:26]#[C:27][C:28]([CH3:31])([CH3:30])[CH3:29])=[CH:8][C:9]=1[N:10]1[C@H:15]([CH:16]2[CH2:17][CH2:18][CH2:19][CH2:20][CH2:21]2)[CH2:14][O:13][C@:12]([CH2:22][CH:23]=[CH2:24])([CH3:33])[C:11]1=[O:25])=[O:4].[CH3:1][O:2][C:3]([C:5]1[S:6][C:7]([C:26]#[C:27][C:28]([CH3:31])([CH3:30])[CH3:29])=[CH:8][C:9]=1[N:10]1[C@H:15]([CH:16]2[CH2:17][CH2:18][CH2:19][CH2:20][CH2:21]2)[CH2:14][O:13][C@@:12]([CH2:22][CH:23]=[CH2:24])([CH3:33])[C:11]1=[O:25])=[O:4]. The catalyst class is: 1. (9) Reactant: [CH2:1]([O:5][C:6]1[CH:11]=[CH:10][C:9](B(O)O)=[CH:8][CH:7]=1)[CH:2]([CH3:4])[CH3:3].[Cl:15][C:16]1[N:21]=[C:20](Cl)[N:19]=[C:18]([O:23][CH3:24])[N:17]=1.C(=O)([O-])[O-].[Na+].[Na+]. Product: [Cl:15][C:16]1[N:21]=[C:20]([C:9]2[CH:10]=[CH:11][C:6]([O:5][CH2:1][CH:2]([CH3:4])[CH3:3])=[CH:7][CH:8]=2)[N:19]=[C:18]([O:23][CH3:24])[N:17]=1. The catalyst class is: 109.